The task is: Predict which catalyst facilitates the given reaction.. This data is from Catalyst prediction with 721,799 reactions and 888 catalyst types from USPTO. (1) Reactant: C([O:3][C:4]1[CH:5]=[C:6]([C@H:12]([N:18]2[C:26](=[O:27])[C:25]3[C:20](=[CH:21][CH:22]=[CH:23][C:24]=3[NH:28][C:29](=[O:31])[CH3:30])[C:19]2=[O:32])[CH2:13][S:14]([CH3:17])(=[O:16])=[O:15])[CH:7]=[CH:8][C:9]=1[O:10][CH3:11])C.N[C@H](C(O)=O)C.O. Product: [OH:3][C:4]1[CH:5]=[C:6]([C@H:12]([N:18]2[C:26](=[O:27])[C:25]3[C:20](=[CH:21][CH:22]=[CH:23][C:24]=3[NH:28][C:29](=[O:31])[CH3:30])[C:19]2=[O:32])[CH2:13][S:14]([CH3:17])(=[O:15])=[O:16])[CH:7]=[CH:8][C:9]=1[O:10][CH3:11]. The catalyst class is: 2. (2) Reactant: [OH-].[Na+].C([O:11][CH:12]([C:14]1[S:15][C:16]([C:26]2[CH:31]=[CH:30][N:29]=[C:28]([NH:32][C:33](=[O:36])[CH2:34][CH3:35])[CH:27]=2)=[C:17]([C:19]2[CH:24]=[CH:23][CH:22]=[C:21]([CH3:25])[CH:20]=2)[N:18]=1)[CH3:13])(=O)C1C=CC=CC=1. Product: [OH:11][CH:12]([C:14]1[S:15][C:16]([C:26]2[CH:31]=[CH:30][N:29]=[C:28]([NH:32][C:33](=[O:36])[CH2:34][CH3:35])[CH:27]=2)=[C:17]([C:19]2[CH:24]=[CH:23][CH:22]=[C:21]([CH3:25])[CH:20]=2)[N:18]=1)[CH3:13]. The catalyst class is: 111.